This data is from Full USPTO retrosynthesis dataset with 1.9M reactions from patents (1976-2016). The task is: Predict the reactants needed to synthesize the given product. Given the product [Br:1][C:2]1[CH:3]=[C:4]2[C:9](=[C:10]([C:15]#[N:16])[C:11]=1[N:12]([CH3:14])[CH3:13])[N:8]=[C:7]([CH2:17][OH:18])[CH:6]=[CH:5]2, predict the reactants needed to synthesize it. The reactants are: [Br:1][C:2]1[CH:3]=[C:4]2[C:9](=[C:10]([C:15]#[N:16])[C:11]=1[N:12]([CH3:14])[CH3:13])[N:8]=[C:7]([CH:17]=[O:18])[CH:6]=[CH:5]2.[BH4-].[Na+].